This data is from Peptide-MHC class I binding affinity with 185,985 pairs from IEDB/IMGT. The task is: Regression. Given a peptide amino acid sequence and an MHC pseudo amino acid sequence, predict their binding affinity value. This is MHC class I binding data. (1) The peptide sequence is FLSHNFTLV. The MHC is HLA-A02:01 with pseudo-sequence HLA-A02:01. The binding affinity (normalized) is 1.00. (2) The peptide sequence is EFTSFFYRY. The MHC is HLA-A03:01 with pseudo-sequence HLA-A03:01. The binding affinity (normalized) is 0.0847. (3) The peptide sequence is RTIMAVLFVV. The MHC is HLA-A68:02 with pseudo-sequence HLA-A68:02. The binding affinity (normalized) is 0.438.